Dataset: Full USPTO retrosynthesis dataset with 1.9M reactions from patents (1976-2016). Task: Predict the reactants needed to synthesize the given product. (1) Given the product [C:8]([N:41]1[CH2:40][CH2:39][CH2:38][C:33]2[N:34]([CH3:37])[C:35]3[CH:36]=[C:28]([N:25]4[CH:26]=[CH:27][C:22]([O:21][CH2:20][C:17]5[CH:16]=[CH:15][C:14]([F:13])=[CH:19][N:18]=5)=[CH:23][C:24]4=[O:43])[CH:29]=[CH:30][C:31]=3[C:32]=2[CH2:42]1)(=[O:10])[CH3:9], predict the reactants needed to synthesize it. The reactants are: C(N(CC)CC)C.[C:8](Cl)(=[O:10])[CH3:9].Cl.[F:13][C:14]1[CH:15]=[CH:16][C:17]([CH2:20][O:21][C:22]2[CH:27]=[CH:26][N:25]([C:28]3[CH:29]=[CH:30][C:31]4[C:32]5[CH2:42][NH:41][CH2:40][CH2:39][CH2:38][C:33]=5[N:34]([CH3:37])[C:35]=4[CH:36]=3)[C:24](=[O:43])[CH:23]=2)=[N:18][CH:19]=1. (2) Given the product [C:1]([C:5]1[S:6][C:7]([C:21]([CH3:24])([CH3:23])[CH3:22])=[CH:8][C:9]=1[NH:10][C:11]([NH:13][C:14]1[CH:15]=[CH:16][C:17]([CH3:20])=[CH:18][CH:19]=1)=[O:12])([O:3][CH2:4][CH3:25])=[O:2], predict the reactants needed to synthesize it. The reactants are: [C:1]([C:5]1[S:6][C:7]([C:21]([CH3:24])([CH3:23])[CH3:22])=[CH:8][C:9]=1[NH:10][C:11]([NH:13][C:14]1[CH:19]=[CH:18][C:17]([CH3:20])=[CH:16][CH:15]=1)=[O:12])([O:3][CH3:4])=[O:2].[CH3:25]CO. (3) Given the product [CH:1]1([C@:4]2([OH:12])[CH2:8][CH2:7][N:6]([C:20]3[CH:21]=[C:14]([F:13])[C:15]([C:16]#[N:17])=[C:18]([F:23])[CH:19]=3)[C@H:5]2[CH:9]([CH3:10])[CH3:11])[CH2:3][CH2:2]1, predict the reactants needed to synthesize it. The reactants are: [CH:1]1([C@:4]2([OH:12])[CH2:8][CH2:7][NH:6][C@H:5]2[CH:9]([CH3:11])[CH3:10])[CH2:3][CH2:2]1.[F:13][C:14]1[CH:21]=[C:20](F)[CH:19]=[C:18]([F:23])[C:15]=1[C:16]#[N:17].C(=O)([O-])[O-].[Li+].[Li+]. (4) Given the product [CH2:1]([O:8][C:9]([N:11]1[CH:15]([C:16](=[O:35])[NH:17][C:18]2[S:19][CH:20]=[C:21]([C:23]3[CH:28]=[CH:27][C:26]([C:29](=[O:34])[NH:30][CH:31]4[CH2:32][CH2:33]4)=[CH:25][CH:24]=3)[N:22]=2)[CH2:14][S:13][CH:12]1[CH2:36][CH2:37][CH2:38][CH2:39][C:40](=[O:41])[N:43]1[CH2:48][CH2:47][CH2:46][CH2:45][CH2:44]1)=[O:10])[C:2]1[CH:7]=[CH:6][CH:5]=[CH:4][CH:3]=1, predict the reactants needed to synthesize it. The reactants are: [CH2:1]([O:8][C:9]([N:11]1[CH:15]([C:16](=[O:35])[NH:17][C:18]2[S:19][CH:20]=[C:21]([C:23]3[CH:28]=[CH:27][C:26]([C:29](=[O:34])[NH:30][CH:31]4[CH2:33][CH2:32]4)=[CH:25][CH:24]=3)[N:22]=2)[CH2:14][S:13][CH:12]1[CH2:36][CH2:37][CH2:38][CH2:39][C:40](O)=[O:41])=[O:10])[C:2]1[CH:7]=[CH:6][CH:5]=[CH:4][CH:3]=1.[NH:43]1[CH2:48][CH2:47][CH2:46][CH2:45][CH2:44]1. (5) Given the product [NH2:2]/[C:1](=[N:17]\[OH:18])/[N:3]1[CH2:7][CH2:6][C@H:5]([NH:8][C:9](=[O:15])[O:10][C:11]([CH3:12])([CH3:14])[CH3:13])[CH2:4]1, predict the reactants needed to synthesize it. The reactants are: [C:1]([N:3]1[CH2:7][CH2:6][C@H:5]([NH:8][C:9](=[O:15])[O:10][C:11]([CH3:14])([CH3:13])[CH3:12])[CH2:4]1)#[N:2].Cl.[NH2:17][OH:18].C(=O)([O-])[O-].[Na+].[Na+]. (6) Given the product [O:15]1[CH:19]=[CH:17][CH:18]=[C:11]1[C:12]1[CH:5]=[CH:6][CH:7]=[CH:3][C:1]=1[NH2:2], predict the reactants needed to synthesize it. The reactants are: [C:1]([C:3]1O[C:5](C(O)=O)=[CH:6][CH:7]=1)#[N:2].[C:11](Cl)(=[O:15])[C:12](Cl)=O.[CH:17](N(CC)C(C)C)([CH3:19])[CH3:18].C(=O)(O)[O-].[Na+].